This data is from Forward reaction prediction with 1.9M reactions from USPTO patents (1976-2016). The task is: Predict the product of the given reaction. Given the reactants [C:1]([O:5][C:6]([N:8]([CH3:18])[CH2:9][C:10]([N:12]([CH2:14][C:15]([OH:17])=[O:16])[CH3:13])=[O:11])=[O:7])([CH3:4])([CH3:3])[CH3:2].CN(C(ON1N=NC2C=CC=CC1=2)=[N+](C)C)C.F[P-](F)(F)(F)(F)F.C(N(C(C)C)CC)(C)C.[CH2:52]([O:59][C:60]([N:62]1[CH2:67][CH2:66][N:65]([C:68](=[O:75])[CH:69](O)[CH2:70][CH:71]([CH3:73])[CH3:72])[CH2:64][CH2:63]1)=[O:61])[C:53]1[CH:58]=[CH:57][CH:56]=[CH:55][CH:54]=1, predict the reaction product. The product is: [CH2:52]([O:59][C:60]([N:62]1[CH2:63][CH2:64][N:65]([C:68](=[O:75])[CH:69]([O:16][C:15](=[O:17])[CH2:14][N:12]([C:10](=[O:11])[CH2:9][N:8]([C:6]([O:5][C:1]([CH3:4])([CH3:3])[CH3:2])=[O:7])[CH3:18])[CH3:13])[CH2:70][CH:71]([CH3:72])[CH3:73])[CH2:66][CH2:67]1)=[O:61])[C:53]1[CH:58]=[CH:57][CH:56]=[CH:55][CH:54]=1.